This data is from Forward reaction prediction with 1.9M reactions from USPTO patents (1976-2016). The task is: Predict the product of the given reaction. (1) Given the reactants C([N:4]1[C:12]2[C:7](=[CH:8][C:9]([F:14])=[C:10](Br)[CH:11]=2)[CH2:6][CH2:5]1)(=O)C.FC1C=[C:18]2[C:22](=[CH:23][CH:24]=1)[NH:21][CH2:20][CH2:19]2.C[C@H]1N[C@@H](C)C[NH:28][CH2:27]1, predict the reaction product. The product is: [F:14][C:9]1[CH:8]=[C:7]2[C:12](=[CH:11][C:10]=1[N:21]1[CH2:20][C@H:19]([CH3:18])[N:28]([CH3:27])[C@H:23]([CH3:24])[CH2:22]1)[NH:4][CH2:5][CH2:6]2. (2) The product is: [CH:13]1([CH2:18][O:11][C:8]2[CH:7]=[CH:6][C:5]([C:4]([OH:3])=[O:12])=[CH:10][CH:9]=2)[CH2:16][CH2:15][CH2:14]1. Given the reactants C([O:3][C:4](=[O:12])[C:5]1[CH:10]=[CH:9][C:8]([OH:11])=[CH:7][CH:6]=1)C.[CH:13]1(Br)[CH2:16][CH2:15][CH2:14]1.[C:18]([O-])([O-])=O.[Cs+].[Cs+].[OH-].[Na+], predict the reaction product. (3) Given the reactants [CH3:1][C:2]1[CH:3]=[C:4]([N:9]=[C:10]=[O:11])[CH:5]=[CH:6][C:7]=1[CH3:8].Cl.[NH2:13][CH2:14][C:15]1[CH:23]=[CH:22][CH:21]=[C:20]2[C:16]=1[CH2:17][N:18]([CH:25]1[CH2:30][CH2:29][C:28](=[O:31])[NH:27][C:26]1=[O:32])[C:19]2=[O:24].C(N(CC)CC)C, predict the reaction product. The product is: [CH3:1][C:2]1[CH:3]=[C:4]([NH:9][C:10]([NH:13][CH2:14][C:15]2[CH:23]=[CH:22][CH:21]=[C:20]3[C:16]=2[CH2:17][N:18]([CH:25]2[CH2:30][CH2:29][C:28](=[O:31])[NH:27][C:26]2=[O:32])[C:19]3=[O:24])=[O:11])[CH:5]=[CH:6][C:7]=1[CH3:8].